From a dataset of Forward reaction prediction with 1.9M reactions from USPTO patents (1976-2016). Predict the product of the given reaction. (1) Given the reactants [ClH:1].[C:2]1([C@H:12]([NH:14][CH2:15][CH2:16][CH2:17][C:18]2[CH:27]=[CH:26][CH:25]=[CH:24][C:19]=2[C:20]([O:22]C)=[O:21])[CH3:13])[C:11]2[C:6](=[CH:7][CH:8]=[CH:9][CH:10]=2)[CH:5]=[CH:4][CH:3]=1.O.[Li+].[OH-], predict the reaction product. The product is: [ClH:1].[C:2]1([C@H:12]([NH:14][CH2:15][CH2:16][CH2:17][C:18]2[CH:27]=[CH:26][CH:25]=[CH:24][C:19]=2[C:20]([OH:22])=[O:21])[CH3:13])[C:11]2[C:6](=[CH:7][CH:8]=[CH:9][CH:10]=2)[CH:5]=[CH:4][CH:3]=1. (2) Given the reactants Cl.[F:2][C:3]1[CH:4]=[C:5]2[C:10](=[C:11]([N:13]3[CH2:18][CH2:17][N:16]([CH3:19])[CH2:15][CH2:14]3)[CH:12]=1)[N:9]=[C:8]([C:20]([OH:22])=O)[CH:7]=[C:6]2[O:23][CH3:24].[O:25]1[CH2:30][CH2:29][N:28]([C:31]2[CH:37]=[CH:36][C:34]([NH2:35])=[CH:33][CH:32]=2)[CH2:27][CH2:26]1.CN(C(ON1N=NC2C=CC=CC1=2)=[N+](C)C)C.[B-](F)(F)(F)F.C1C=CC2N(O)N=NC=2C=1, predict the reaction product. The product is: [N:28]1([C:31]2[CH:32]=[CH:33][C:34]([NH:35][C:20]([C:8]3[CH:7]=[C:6]([O:23][CH3:24])[C:5]4[C:10](=[C:11]([N:13]5[CH2:18][CH2:17][N:16]([CH3:19])[CH2:15][CH2:14]5)[CH:12]=[C:3]([F:2])[CH:4]=4)[N:9]=3)=[O:22])=[CH:36][CH:37]=2)[CH2:27][CH2:26][O:25][CH2:30][CH2:29]1.